From a dataset of Forward reaction prediction with 1.9M reactions from USPTO patents (1976-2016). Predict the product of the given reaction. (1) Given the reactants [Br:1][C:2]1[C:3]([NH2:10])=[C:4]([NH2:9])[C:5]([Br:8])=[CH:6][CH:7]=1.C(O)(=O)C.[C:15]1([C:21]([C:23]([C:25]2[CH:30]=[CH:29][CH:28]=[CH:27][CH:26]=2)=O)=O)[CH:20]=[CH:19][CH:18]=[CH:17][CH:16]=1.C(=O)(O)[O-].[Na+], predict the reaction product. The product is: [Br:1][C:2]1[CH:7]=[CH:6][C:5]([Br:8])=[C:4]2[C:3]=1[N:10]=[C:21]([C:15]1[CH:20]=[CH:19][CH:18]=[CH:17][CH:16]=1)[C:23]([C:25]1[CH:30]=[CH:29][CH:28]=[CH:27][CH:26]=1)=[N:9]2. (2) Given the reactants [NH2:1][C:2]1[CH:7]=[CH:6][CH:5]=[C:4]([O:8][CH3:9])[C:3]=1[NH:10][C:11](=O)[CH3:12].[H-].[H-].[H-].[H-].[Li+].[Al+3].CCOC(C)=O, predict the reaction product. The product is: [CH2:11]([NH:10][C:3]1[C:2]([NH2:1])=[CH:7][CH:6]=[CH:5][C:4]=1[O:8][CH3:9])[CH3:12]. (3) Given the reactants [Mg].II.Br[CH2:5][CH2:6][CH2:7][CH2:8][CH2:9][CH2:10][CH2:11][CH2:12][CH2:13][CH3:14].[CH2:15]1[CH2:19][O:18][CH2:17][CH2:16]1, predict the reaction product. The product is: [CH3:14][CH2:13][CH2:12][CH2:11][CH2:10][CH2:9][CH2:8][CH2:7][CH2:6][CH2:5][CH:17]([OH:18])[CH2:16][CH2:15][CH2:19][CH2:5][CH2:6][CH2:7][CH2:8][CH2:9][CH2:10][CH3:11]. (4) The product is: [Cl:27][C:24]1[CH:23]=[CH:22][C:21]([S:20][C:4]2[C:3]3[C:2]([C:36]4[CH:35]=[CH:34][CH:33]=[C:32]5[C:37]=4[N:28]=[CH:29][CH:30]=[CH:31]5)=[CH:10][C:9]([F:11])=[CH:8][C:7]=3[N:6]3[CH2:12][CH2:13][CH:14]([CH2:15][C:16]([OH:18])=[O:17])[C:5]=23)=[CH:26][CH:25]=1. Given the reactants Br[C:2]1[C:3]2[C:4]([S:20][C:21]3[CH:26]=[CH:25][C:24]([Cl:27])=[CH:23][CH:22]=3)=[C:5]3[CH:14]([CH2:15][C:16]([O:18]C)=[O:17])[CH2:13][CH2:12][N:6]3[C:7]=2[CH:8]=[C:9]([F:11])[CH:10]=1.[N:28]1[C:37]2[C:32](=[CH:33][CH:34]=[CH:35][C:36]=2B(O)O)[CH:31]=[CH:30][CH:29]=1, predict the reaction product. (5) Given the reactants [Si:1]([O:8][C@H:9]([CH3:21])[CH2:10][N:11]1[C:19]2[C:14](=[CH:15][CH:16]=[C:17]([OH:20])[CH:18]=2)[CH:13]=[N:12]1)([C:4]([CH3:7])([CH3:6])[CH3:5])([CH3:3])[CH3:2].C=O.[OH-].[Na+].Br[CH2:27][C:28]([O:30][C:31]([CH3:34])([CH3:33])[CH3:32])=[O:29].[C:35](=O)(O)[O-:36].[Na+], predict the reaction product. The product is: [C:31]([O:30][C:28](=[O:29])[CH2:27][O:20][C:17]1[C:18]([CH2:35][OH:36])=[C:19]2[C:14]([CH:13]=[N:12][N:11]2[CH2:10][C@H:9]([O:8][Si:1]([C:4]([CH3:7])([CH3:5])[CH3:6])([CH3:3])[CH3:2])[CH3:21])=[CH:15][CH:16]=1)([CH3:34])([CH3:33])[CH3:32].